From a dataset of Full USPTO retrosynthesis dataset with 1.9M reactions from patents (1976-2016). Predict the reactants needed to synthesize the given product. (1) Given the product [CH2:1]=[CH2:2].[CH2:20]=[CH:21][CH2:22][CH2:23][CH2:24][CH2:25][CH2:26][CH3:27], predict the reactants needed to synthesize it. The reactants are: [CH3:1][CH2:2]CCCC.C([Al](CC(C)C)CC(C)C)C(C)C.[CH2:20]=[CH:21][CH2:22][CH2:23][CH2:24][CH2:25][CH2:26][CH3:27].C=C. (2) Given the product [CH3:1][O:2][C:3]1[CH:8]=[CH:7][N:6]=[C:5]([CH2:9][CH2:10][C:11]2[NH:20][C:14]3=[N:15][CH:16]=[C:17]([C:25]4[CH:26]=[CH:27][C:22]([OH:21])=[CH:23][CH:24]=4)[CH:18]=[C:13]3[N:12]=2)[CH:4]=1, predict the reactants needed to synthesize it. The reactants are: [CH3:1][O:2][C:3]1[CH:8]=[CH:7][N:6]=[C:5]([CH2:9][CH2:10][C:11]2[NH:20][C:14]3=[N:15][CH:16]=[C:17](I)[CH:18]=[C:13]3[N:12]=2)[CH:4]=1.[OH:21][C:22]1[CH:27]=[CH:26][C:25](B(O)O)=[CH:24][CH:23]=1.C(=O)([O-])[O-].[K+].[K+].[Cl-].[Li+]. (3) The reactants are: [CH2:1]([O:8][C@@H:9]([C@H:12]([C@@H:21]([CH2:23][O:24][CH2:25][C:26]1[CH:31]=[CH:30][CH:29]=[CH:28][CH:27]=1)[OH:22])[O:13][CH2:14][C:15]1[CH:20]=[CH:19][CH:18]=[CH:17][CH:16]=1)[CH2:10][OH:11])[C:2]1[CH:7]=[CH:6][CH:5]=[CH:4][CH:3]=1.N1C=CN=C1.[CH3:37][C:38]([Si:41](Cl)([CH3:43])[CH3:42])([CH3:40])[CH3:39]. Given the product [CH2:1]([O:8][C@@H:9]([C@H:12]([C@@H:21]([CH2:23][O:24][CH2:25][C:26]1[CH:27]=[CH:28][CH:29]=[CH:30][CH:31]=1)[OH:22])[O:13][CH2:14][C:15]1[CH:16]=[CH:17][CH:18]=[CH:19][CH:20]=1)[CH2:10][O:11][Si:41]([C:38]([CH3:40])([CH3:39])[CH3:37])([CH3:43])[CH3:42])[C:2]1[CH:7]=[CH:6][CH:5]=[CH:4][CH:3]=1, predict the reactants needed to synthesize it. (4) Given the product [CH3:12][O:13][C:14]1[CH:15]=[C:16]([CH2:22][CH2:23][NH:24][C:25](=[O:44])/[C:26](/[C:2]2[CH:7]=[CH:6][C:5]([C:8]([F:11])([F:10])[F:9])=[CH:4][N:3]=2)=[CH:27]\[CH:28]([CH3:29])[CH3:30])[CH:17]=[CH:18][C:19]=1[O:20][CH3:21], predict the reactants needed to synthesize it. The reactants are: Br[C:2]1[CH:7]=[CH:6][C:5]([C:8]([F:11])([F:10])[F:9])=[CH:4][N:3]=1.[CH3:12][O:13][C:14]1[CH:15]=[C:16]([CH2:22][CH2:23][NH:24][C:25](=[O:44])/[C:26](/[Sn](CCCC)(CCCC)CCCC)=[CH:27]\[CH:28]([CH3:30])[CH3:29])[CH:17]=[CH:18][C:19]=1[O:20][CH3:21].O. (5) Given the product [CH3:26][C:23]1([CH3:27])[O:24][CH2:25][C:20]([CH2:19][OH:1])([CH2:28][CH2:29][N:30]2[CH:34]=[CH:33][N:32]=[C:31]2[N+:35]([O-:37])=[O:36])[CH2:21][O:22]1, predict the reactants needed to synthesize it. The reactants are: [O:1]([CH2:19][C:20]1([CH2:28][CH2:29][N:30]2[CH:34]=[CH:33][N:32]=[C:31]2[N+:35]([O-:37])=[O:36])[CH2:25][O:24][C:23]([CH3:27])([CH3:26])[O:22][CH2:21]1)[Si](C(C)(C)C)(C1C=CC=CC=1)C1C=CC=CC=1.[F-].C([N+](CCCC)(CCCC)CCCC)CCC.